From a dataset of Full USPTO retrosynthesis dataset with 1.9M reactions from patents (1976-2016). Predict the reactants needed to synthesize the given product. (1) Given the product [Br:10][C:11]1[CH:12]=[N:13][C:14]([O:6][CH2:5][CH2:4][CH2:3][N:2]([CH3:7])[CH3:1])=[N:15][CH:16]=1, predict the reactants needed to synthesize it. The reactants are: [CH3:1][N:2]([CH3:7])[CH2:3][CH2:4][CH2:5][OH:6].[H-].[Na+].[Br:10][C:11]1[CH:12]=[N:13][C:14](Cl)=[N:15][CH:16]=1.[Cl-].[NH4+]. (2) Given the product [Br:7][C:8]1[CH:13]=[CH:12][CH:11]=[CH:10][C:9]=1[C:14]([CH3:15])=[CH2:1], predict the reactants needed to synthesize it. The reactants are: [CH3:1]C([O-])(C)C.[K+].[Br:7][C:8]1[CH:13]=[CH:12][CH:11]=[CH:10][C:9]=1[C:14](=O)[CH3:15].